This data is from Full USPTO retrosynthesis dataset with 1.9M reactions from patents (1976-2016). The task is: Predict the reactants needed to synthesize the given product. (1) Given the product [CH3:1][S:2]([N:5]1[CH2:10][CH2:9][CH2:8][C@H:7]([NH:11][C:12]2[C:17]([C:18]3[N:19]=[C:20]4[CH:26]=[CH:25][NH:24][C:21]4=[N:22][CH:23]=3)=[CH:16][N:15]=[CH:14][N:13]=2)[CH2:6]1)(=[O:4])=[O:3], predict the reactants needed to synthesize it. The reactants are: [CH3:1][S:2]([N:5]1[CH2:10][CH2:9][CH2:8][C@H:7]([NH:11][C:12]2[C:17]([C:18]3[N:19]=[C:20]4[CH:26]=[CH:25][N:24](COCC[Si](C)(C)C)[C:21]4=[N:22][CH:23]=3)=[CH:16][N:15]=[CH:14][N:13]=2)[CH2:6]1)(=[O:4])=[O:3]. (2) The reactants are: [OH:1][CH2:2][C:3]#[C:4][C:5]#[C:6][CH2:7][OH:8].[N:9]([CH2:12][CH2:13][CH2:14][CH2:15][CH2:16][CH2:17][CH2:18][CH2:19][CH2:20][CH2:21][C:22](Cl)=[O:23])=[N+:10]=[N-:11].[CH3:25][CH2:26][CH2:27][CH2:28][CH2:29][CH2:30][CH2:31][CH2:32][CH2:33][CH2:34][CH2:35][C:36](Cl)=[O:37]. Given the product [CH3:25][CH2:26][CH2:27][CH2:28][CH2:29][CH2:30][CH2:31][CH2:32][CH2:33][CH2:34][CH2:35][C:36]([O:1][CH2:2][C:3]#[C:4][C:5]#[C:6][CH2:7][O:8][C:22]([CH2:21][CH2:20][CH2:19][CH2:18][CH2:17][CH2:16][CH2:15][CH2:14][CH2:13][CH2:12][N:9]=[N+:10]=[N-:11])=[O:23])=[O:37], predict the reactants needed to synthesize it. (3) The reactants are: Br[C:2]1[N:7]=[C:6]([NH:8][C:9](=[O:14])[C:10]([CH3:13])([CH3:12])[CH3:11])[CH:5]=[CH:4][CH:3]=1.C([Mg]Cl)(C)C.CON(C)[C:23]([CH:25]1[CH2:29][CH2:28][O:27][CH2:26]1)=[O:24]. Given the product [O:27]1[CH2:28][CH2:29][CH:25]([C:23]([C:2]2[N:7]=[C:6]([NH:8][C:9](=[O:14])[C:10]([CH3:13])([CH3:12])[CH3:11])[CH:5]=[CH:4][CH:3]=2)=[O:24])[CH2:26]1, predict the reactants needed to synthesize it. (4) The reactants are: [C:1]1([C:16]2[CH:21]=[CH:20][CH:19]=[CH:18][CH:17]=2)[CH:6]=[CH:5][C:4]([CH2:7]P(=O)(OCC)OCC)=[CH:3][CH:2]=1.C1OCCOCCOCCOCCOC1.[OH-].[Na+].[Cl:39][C:40]1[CH:41]=[C:42]([CH:47]=[CH:48][C:49]=1[O:50][CH:51]1[CH2:56][CH2:55][C:54](=O)[CH2:53][CH2:52]1)[C:43]([O:45][CH3:46])=[O:44]. Given the product [C:1]1([C:16]2[CH:17]=[CH:18][CH:19]=[CH:20][CH:21]=2)[CH:2]=[CH:3][C:4]([CH:7]=[C:54]2[CH2:55][CH2:56][CH:51]([O:50][C:49]3[CH:48]=[CH:47][C:42]([C:43]([O:45][CH3:46])=[O:44])=[CH:41][C:40]=3[Cl:39])[CH2:52][CH2:53]2)=[CH:5][CH:6]=1, predict the reactants needed to synthesize it. (5) Given the product [Br:1][C:2]1[C:3]([O:14][CH2:24][C:23]([CH3:25])=[CH2:22])=[C:4]([C:8]([CH:11]2[CH2:12][CH2:13]2)([OH:10])[CH3:9])[CH:5]=[CH:6][CH:7]=1, predict the reactants needed to synthesize it. The reactants are: [Br:1][C:2]1[CH:7]=[CH:6][CH:5]=[C:4]([C:8]([CH:11]2[CH2:13][CH2:12]2)([OH:10])[CH3:9])[C:3]=1[OH:14].C(=O)([O-])[O-].[K+].[K+].Br[CH2:22][C:23]([CH3:25])=[CH2:24]. (6) Given the product [C:13]([C:15]1[CH:16]=[N:17][C:18]2[C:23]([CH:24]=1)=[CH:22][C:21]([O:25][CH:26]([S:37][CH3:38])[C:27]([NH:29][C:30]([CH2:34][O:35][CH3:36])([CH3:33])[C:31]#[CH:1])=[O:28])=[CH:20][C:19]=2[CH3:39])#[CH:14], predict the reactants needed to synthesize it. The reactants are: [CH3:1]OP(C(=[N+]=[N-])C(=O)C)(=O)OC.[C:13]([C:15]1[CH:16]=[N:17][C:18]2[C:23]([CH:24]=1)=[CH:22][C:21]([O:25][CH:26]([S:37][CH3:38])[C:27]([NH:29][C:30]([CH2:34][O:35][CH3:36])([CH3:33])[CH:31]=O)=[O:28])=[CH:20][C:19]=2[CH3:39])#[CH:14].C([O-])([O-])=O.[K+].[K+]. (7) The reactants are: C([O:5][C:6]1[CH2:10][C:9]([CH3:12])([CH3:11])[C:8](=[O:13])[CH:7]=1)C(C)C.Cl. Given the product [CH3:11][C:9]1([CH3:12])[CH2:10][C:6](=[O:5])[CH2:7][C:8]1=[O:13], predict the reactants needed to synthesize it.